From a dataset of Reaction yield outcomes from USPTO patents with 853,638 reactions. Predict the reaction yield, written as a fraction of the theoretical maximum amount of product (1.0 means a 100% yield; for example, 0.34 means a 34% yield). (1) The reactants are F[C:2]1[CH:3]=[CH:4][CH:5]=[C:6]2[C:11]=1[N:10]=[CH:9][C:8]([S:12]([C:15]1[CH:20]=[CH:19][CH:18]=[CH:17][CH:16]=1)(=[O:14])=[O:13])=[CH:7]2.[NH:21]1[CH2:26][CH2:25][NH:24][CH2:23][CH2:22]1.C(=O)([O-])[O-].[K+].[K+].C(O)CC. The catalyst is O. The product is [C:15]1([S:12]([C:8]2[CH:9]=[N:10][C:11]3[C:6]([CH:7]=2)=[CH:5][CH:4]=[CH:3][C:2]=3[N:21]2[CH2:26][CH2:25][NH:24][CH2:23][CH2:22]2)(=[O:14])=[O:13])[CH:20]=[CH:19][CH:18]=[CH:17][CH:16]=1. The yield is 0.828. (2) The reactants are F[C:2]1[CH:9]=[CH:8][C:7]([I:10])=[CH:6][C:3]=1[CH:4]=O.[NH:11]([C:13]1[CH:18]=[CH:17][CH:16]=[CH:15][N:14]=1)[NH2:12].C(=O)([O-])[O-].[Cs+].[Cs+].CN1C(=O)CCC1. The catalyst is C(OC(=O)C)C.O. The product is [I:10][C:7]1[CH:6]=[C:3]2[C:2](=[CH:9][CH:8]=1)[N:11]([C:13]1[CH:18]=[CH:17][CH:16]=[CH:15][N:14]=1)[N:12]=[CH:4]2. The yield is 0.0500. (3) The reactants are [Br:1][C:2]1[CH:7]=[CH:6][C:5]([C@H:8]([C:19]2[CH:24]=[CH:23][CH:22]=[CH:21][C:20]=2[CH3:25])[CH2:9][C:10]([C:12]2[CH:13]=[CH:14][C:15](=[O:18])[NH:16][CH:17]=2)=[O:11])=[CH:4][CH:3]=1.IC.[C:28](=O)([O-])[O-].[K+].[K+]. The catalyst is CN(C)C(=O)C. The product is [Br:1][C:2]1[CH:3]=[CH:4][C:5]([C@H:8]([C:19]2[CH:24]=[CH:23][CH:22]=[CH:21][C:20]=2[CH3:25])[CH2:9][C:10]([C:12]2[CH:13]=[CH:14][C:15](=[O:18])[N:16]([CH3:28])[CH:17]=2)=[O:11])=[CH:6][CH:7]=1. The yield is 0.780. (4) The reactants are [Br:1][C:2]1[CH:3]=[C:4]([CH:12](O)[CH3:13])[C:5]([OH:11])=[C:6]([CH:10]=1)[C:7]([OH:9])=[O:8].C([SiH](CC)CC)C. The catalyst is FC(F)(F)C(O)=O. The product is [Br:1][C:2]1[CH:3]=[C:4]([CH2:12][CH3:13])[C:5]([OH:11])=[C:6]([CH:10]=1)[C:7]([OH:9])=[O:8]. The yield is 0.620. (5) The reactants are [N+](C1C=CC=CC=1O)([O-])=O.[C:11]1([C:21]2[CH:26]=[CH:25][CH:24]=[CH:23][CH:22]=2)[CH:16]=[CH:15][C:14]([CH2:17][C:18]([OH:20])=O)=[CH:13][CH:12]=1.CC(C)N=C=NC(C)C.[CH3:36][N:37]1[CH2:42][CH2:41][CH:40]([NH:43][CH3:44])[CH2:39][CH2:38]1.[Cl:45]CC(Cl)C. The catalyst is CN(C=O)C. The product is [ClH:45].[C:11]1([C:21]2[CH:26]=[CH:25][CH:24]=[CH:23][CH:22]=2)[CH:12]=[CH:13][C:14]([CH2:17][C:18]([N:43]([CH3:44])[CH:40]2[CH2:41][CH2:42][N:37]([CH3:36])[CH2:38][CH2:39]2)=[O:20])=[CH:15][CH:16]=1. The yield is 0.420. (6) The reactants are [Cl:1][C:2]1[CH:16]=[CH:15][C:5]([CH2:6][N:7]2[C:12](=[O:13])[CH:11]=[N:10][NH:9][C:8]2=[O:14])=[CH:4][CH:3]=1.[C:17]([NH:20][C:21]1[CH:22]=[C:23](B(O)O)[CH:24]=[CH:25][CH:26]=1)(=[O:19])[CH3:18].N1C=CC=CC=1. The catalyst is CN(C=O)C.C([O-])(=O)C.[Cu+2].C([O-])(=O)C. The product is [Cl:1][C:2]1[CH:16]=[CH:15][C:5]([CH2:6][N:7]2[C:12](=[O:13])[CH:11]=[N:10][N:9]([C:25]3[CH:26]=[C:21]([NH:20][C:17](=[O:19])[CH3:18])[CH:22]=[CH:23][CH:24]=3)[C:8]2=[O:14])=[CH:4][CH:3]=1. The yield is 0.390. (7) The reactants are COC[O:4][C:5]1[CH:31]=[CH:30][C:8]([CH:9]=[C:10]2[CH2:15][CH2:14][CH2:13][C:12](=[CH:16][C:17]3[CH:22]=[CH:21][C:20]([O:23]COC)=[C:19]([O:27][CH3:28])[CH:18]=3)[C:11]2=[O:29])=[CH:7][C:6]=1[O:32][CH3:33]. The catalyst is CO.Cl. The product is [OH:23][C:20]1[CH:21]=[CH:22][C:17]([CH:16]=[C:12]2[CH2:13][CH2:14][CH2:15][C:10](=[CH:9][C:8]3[CH:30]=[CH:31][C:5]([OH:4])=[C:6]([O:32][CH3:33])[CH:7]=3)[C:11]2=[O:29])=[CH:18][C:19]=1[O:27][CH3:28]. The yield is 0.660. (8) The yield is 0.370. The reactants are [O:1]1[CH2:6][CH2:5][CH2:4][O:3][CH:2]1[CH2:7][OH:8].[CH2:9](OCC(=O)C)C1C=CC=CC=1. The product is [CH3:9][C:2]1([CH2:7][OH:8])[O:3][CH2:4][CH2:5][CH2:6][O:1]1. No catalyst specified.